This data is from Reaction yield outcomes from USPTO patents with 853,638 reactions. The task is: Predict the reaction yield, written as a fraction of the theoretical maximum amount of product (1.0 means a 100% yield; for example, 0.34 means a 34% yield). (1) The reactants are [CH3:1][C:2]1[C:12]([CH3:13])=[CH:11][C:10]([CH3:14])=[CH:9][C:3]=1[O:4][CH2:5][C:6](O)=[O:7]. The catalyst is CCCCCC. The product is [CH3:14][C:10]1[C:9]2[C:6](=[O:7])[CH2:5][O:4][C:3]=2[C:2]([CH3:1])=[C:12]([CH3:13])[CH:11]=1. The yield is 0.750. (2) The reactants are [C:1]([C:3]1[C:8]([O:9][CH:10]2[CH2:15][CH2:14][N:13](C(OC(C)(C)C)=O)[CH2:12][CH2:11]2)=[CH:7][C:6](=[O:23])[N:5]([C:24]2[CH:25]=[N:26][C:27]([C:30]#[N:31])=[CH:28][CH:29]=2)[N:4]=1)#[N:2].[ClH:32].O1CCOCC1.CCOCC. The catalyst is C(Cl)Cl. The product is [ClH:32].[C:30]([C:27]1[N:26]=[CH:25][C:24]([N:5]2[C:6](=[O:23])[CH:7]=[C:8]([O:9][CH:10]3[CH2:15][CH2:14][NH:13][CH2:12][CH2:11]3)[C:3]([C:1]#[N:2])=[N:4]2)=[CH:29][CH:28]=1)#[N:31]. The yield is 1.00. (3) The reactants are [CH3:1][C:2]1[S:3][C:4]([C:8]2[CH:13]=[CH:12][C:11]([NH2:14])=[CH:10][C:9]=2[O:15][CH3:16])=[C:5]([CH3:7])[N:6]=1.C([N:25]=[C:26]=[S:27])(=O)C1C=CC=CC=1.C(=O)([O-])[O-].[K+].[K+]. The catalyst is O1CCCC1.O. The product is [CH3:1][C:2]1[S:3][C:4]([C:8]2[CH:13]=[CH:12][C:11]([NH:14][C:26]([NH2:25])=[S:27])=[CH:10][C:9]=2[O:15][CH3:16])=[C:5]([CH3:7])[N:6]=1. The yield is 0.720. (4) The reactants are C(OC([NH:8][CH2:9][CH:10]1[CH2:15][CH2:14][N:13]([C:16]2[N:20]([CH3:21])[N:19]=[CH:18][C:17]=2[NH:22][C:23]([C:25]2[N:26]=[C:27](Br)[S:28][C:29]=2[NH:30]C(=O)OC(C)(C)C)=[O:24])[CH2:12][CH2:11]1)=O)CCC.[CH3:39][O:40][C:41]1[CH:46]=[CH:45][C:44](B(O)O)=[C:43]([C:50]([F:53])([F:52])[F:51])[CH:42]=1. No catalyst specified. The product is [NH2:30][C:29]1[S:28][C:27]([C:44]2[CH:45]=[CH:46][C:41]([O:40][CH3:39])=[CH:42][C:43]=2[C:50]([F:51])([F:52])[F:53])=[N:26][C:25]=1[C:23]([NH:22][C:17]1[CH:18]=[N:19][N:20]([CH3:21])[C:16]=1[N:13]1[CH2:14][CH2:15][CH:10]([CH2:9][NH2:8])[CH2:11][CH2:12]1)=[O:24]. The yield is 0.540. (5) The reactants are O[CH:2]1[O:7][C:6]([CH3:9])([CH3:8])[C:5]2[S:10][C:11](=[S:13])[S:12][C:4]=2[C:3]1=O.[C:15]1([NH2:22])[CH:20]=[CH:19][CH:18]=[CH:17][C:16]=1[NH2:21]. The catalyst is C(Cl)Cl. The product is [OH:7][C:6]([C:5]1[S:10][C:11](=[S:13])[S:12][C:4]=1[C:3]1[CH:2]=[N:22][C:15]2[C:16](=[CH:17][CH:18]=[CH:19][CH:20]=2)[N:21]=1)([CH3:9])[CH3:8]. The yield is 0.920. (6) The reactants are [NH2:1][C:2]1[CH:7]=[CH:6][C:5]([F:8])=[CH:4][N:3]=1.[I:9]N1C(=O)CCC1=O.CC(OCC1C2C(=CC=CC=2)C(COC(C)=O)=C2C=1C=CC=C2)=O.C(=O)([O-])O.[Na+]. The catalyst is CS(C)=O. The product is [F:8][C:5]1[CH:6]=[C:7]([I:9])[C:2]([NH2:1])=[N:3][CH:4]=1. The yield is 0.180. (7) The reactants are [O:1]1[C:5]2[CH:6]=[CH:7][CH:8]=[CH:9][C:4]=2[NH:3][C:2]1=[O:10].O1C=NN=C1C1C=CC=CC=1O[CH2:19][C:20]1[CH:34]=[CH:33][C:23]([C:24]([NH:26][C:27]2[CH:32]=[CH:31][CH:30]=[CH:29][N:28]=2)=[O:25])=[CH:22][CH:21]=1. No catalyst specified. The product is [O:10]=[C:2]1[N:3]([CH2:19][C:20]2[CH:21]=[CH:22][C:23]([C:24]([NH:26][C:27]3[CH:32]=[CH:31][CH:30]=[CH:29][N:28]=3)=[O:25])=[CH:33][CH:34]=2)[C:4]2[CH:9]=[CH:8][CH:7]=[CH:6][C:5]=2[O:1]1. The yield is 0.590. (8) The reactants are [CH3:1][O:2][C:3]1[CH:12]=[C:11]2[C:6]([C:7]([C:14]3[CH:19]=[CH:18][C:17]([O:20][CH3:21])=[CH:16][CH:15]=3)=[N:8][NH:9][C:10]2=O)=[CH:5][CH:4]=1.O.[OH-].[Na+].P(Cl)(Cl)([Cl:27])=O. No catalyst specified. The product is [Cl:27][C:10]1[C:11]2[C:6](=[CH:5][CH:4]=[C:3]([O:2][CH3:1])[CH:12]=2)[C:7]([C:14]2[CH:19]=[CH:18][C:17]([O:20][CH3:21])=[CH:16][CH:15]=2)=[N:8][N:9]=1. The yield is 0.960. (9) The product is [CH3:1][O:2][C:3](=[O:26])[C:4]1[CH:9]=[CH:8][C:7]([CH2:10][O:11][C:12]2[CH:13]=[N:14][CH:15]=[CH:16][CH:17]=2)=[CH:6][C:5]=1[C:28]1[CH:29]=[CH:30][CH:31]=[CH:32][C:27]=1[CH3:36]. The reactants are [CH3:1][O:2][C:3](=[O:26])[C:4]1[CH:9]=[CH:8][C:7]([CH2:10][O:11][C:12]2[CH:13]=[N:14][CH:15]=[CH:16][CH:17]=2)=[CH:6][C:5]=1OS(C(F)(F)F)(=O)=O.[C:27]1([CH3:36])[CH:32]=[CH:31][CH:30]=[CH:29][C:28]=1B(O)O.C([O-])([O-])=O.[Cs+].[Cs+]. The yield is 0.970. The catalyst is CN(C=O)C.C(OCC)(=O)C.Cl[Pd](Cl)([P](C1C=CC=CC=1)(C1C=CC=CC=1)C1C=CC=CC=1)[P](C1C=CC=CC=1)(C1C=CC=CC=1)C1C=CC=CC=1. (10) The reactants are [CH3:1][O:2][C:3]1[CH:8]=[CH:7][CH:6]=[C:5]([NH2:9])[CH:4]=1.Cl[CH2:11][CH2:12][O:13][CH2:14][CH2:15]Cl. The catalyst is C1(C)C=CC=CC=1. The product is [CH3:1][O:2][C:3]1[CH:4]=[C:5]([N:9]2[CH2:15][CH2:14][O:13][CH2:12][CH2:11]2)[CH:6]=[CH:7][CH:8]=1. The yield is 0.770.